From a dataset of Full USPTO retrosynthesis dataset with 1.9M reactions from patents (1976-2016). Predict the reactants needed to synthesize the given product. Given the product [CH3:16][N:17]1[C:10]([CH:11]=[C:12]([CH3:14])[CH3:13])=[N:9][C:3]([N:4]2[CH2:8][CH2:7][CH2:6][CH2:5]2)=[N:18]1, predict the reactants needed to synthesize it. The reactants are: CS/[C:3](=[N:9]\[C:10](=O)[CH:11]=[C:12]([CH3:14])[CH3:13])/[N:4]1[CH2:8][CH2:7][CH2:6][CH2:5]1.[CH3:16][NH:17][NH2:18].